This data is from Cav3 T-type calcium channel HTS with 100,875 compounds. The task is: Binary Classification. Given a drug SMILES string, predict its activity (active/inactive) in a high-throughput screening assay against a specified biological target. (1) The drug is Clc1c(n2nc(nc2C)C(=O)Nc2c(c(Cl)ccc2)C)cc(OC(C)C)c(Cl)c1. The result is 1 (active). (2) The molecule is O(c1c(c2c3n(nc2C)c(NCCN2CCCC2)cc(n3)C)cccc1)C. The result is 0 (inactive). (3) The molecule is Clc1ccc(NC(=O)Nc2ccc(N3CCOCC3)cc2)cc1. The result is 0 (inactive).